From a dataset of NCI-60 drug combinations with 297,098 pairs across 59 cell lines. Regression. Given two drug SMILES strings and cell line genomic features, predict the synergy score measuring deviation from expected non-interaction effect. Drug 1: C(=O)(N)NO. Drug 2: CC1=C(N=C(N=C1N)C(CC(=O)N)NCC(C(=O)N)N)C(=O)NC(C(C2=CN=CN2)OC3C(C(C(C(O3)CO)O)O)OC4C(C(C(C(O4)CO)O)OC(=O)N)O)C(=O)NC(C)C(C(C)C(=O)NC(C(C)O)C(=O)NCCC5=NC(=CS5)C6=NC(=CS6)C(=O)NCCC[S+](C)C)O. Cell line: SF-268. Synergy scores: CSS=30.0, Synergy_ZIP=-1.83, Synergy_Bliss=-4.22, Synergy_Loewe=-32.1, Synergy_HSA=-5.45.